This data is from Forward reaction prediction with 1.9M reactions from USPTO patents (1976-2016). The task is: Predict the product of the given reaction. (1) Given the reactants [CH3:1][O:2][C:3]1[CH:4]=[C:5]2[C:10](=[CH:11][C:12]=1[O:13][CH2:14][CH2:15][N:16]1[CH2:21][CH2:20][O:19][CH2:18][CH2:17]1)[N:9]=[CH:8][N:7]=[C:6]2[O:22][C:23]1[CH:24]=[C:25]([CH:27]=[CH:28][CH:29]=1)[NH2:26].[CH3:30][O:31][C:32]1[CH:37]=[CH:36][C:35]([NH:38][C:39](=O)[O:40]C2C=CC=CC=2)=[CH:34][C:33]=1[C:48]([F:51])([F:50])[F:49], predict the reaction product. The product is: [CH3:30][O:31][C:32]1[CH:37]=[CH:36][C:35]([NH:38][C:39]([NH:26][C:25]2[CH:27]=[CH:28][CH:29]=[C:23]([O:22][C:6]3[C:5]4[C:10](=[CH:11][C:12]([O:13][CH2:14][CH2:15][N:16]5[CH2:21][CH2:20][O:19][CH2:18][CH2:17]5)=[C:3]([O:2][CH3:1])[CH:4]=4)[N:9]=[CH:8][N:7]=3)[CH:24]=2)=[O:40])=[CH:34][C:33]=1[C:48]([F:49])([F:50])[F:51]. (2) Given the reactants N1C2C(=NC=CC=2)N([O:10][C:11]2[C:20]3[C:15](=[CH:16][CH:17]=[CH:18][CH:19]=3)[N:14]=[CH:13][N:12]=2)N=1.[CH3:21][O:22][C:23]1[CH:24]=[C:25](B(O)O)[CH:26]=[CH:27][CH:28]=1.C([O-])([O-])=O.[Cs+].[Cs+], predict the reaction product. The product is: [CH3:21][O:22][C:23]1[CH:24]=[CH:25][C:26]([O:10][C:11]2[C:20]3[C:15](=[CH:16][CH:17]=[CH:18][CH:19]=3)[N:14]=[CH:13][N:12]=2)=[CH:27][CH:28]=1. (3) Given the reactants Cl.[CH3:2][O:3][C:4]1[CH:9]=[CH:8][C:7]([C:10]2[N:14]([C:15]3[CH:22]=[CH:21][C:18]([CH2:19][NH2:20])=[CH:17][CH:16]=3)[N:13]=[C:12]([C:23]([F:26])([F:25])[F:24])[CH:11]=2)=[CH:6][CH:5]=1.[O-:27][C:28]#[N:29].[Na+], predict the reaction product. The product is: [CH3:2][O:3][C:4]1[CH:5]=[CH:6][C:7]([C:10]2[N:14]([C:15]3[CH:22]=[CH:21][C:18]([CH2:19][NH:20][C:28]([NH2:29])=[O:27])=[CH:17][CH:16]=3)[N:13]=[C:12]([C:23]([F:26])([F:24])[F:25])[CH:11]=2)=[CH:8][CH:9]=1. (4) Given the reactants [F:1][C:2]1[CH:34]=[CH:33][C:5]([C:6]([NH:8][C:9]2([C:15]([NH:17][CH:18]3[CH2:23][CH2:22][N:21]([C:24]4[CH:29]=[CH:28][C:27](F)=[CH:26][C:25]=4[NH2:31])[CH2:20][CH:19]3[OH:32])=[O:16])[CH2:14][CH2:13][CH2:12][CH2:11][CH2:10]2)=[O:7])=[CH:4][CH:3]=1.[C:35](Cl)(=[O:44])[CH2:36][CH2:37][C:38]1[CH:43]=[CH:42][CH:41]=[CH:40][CH:39]=1, predict the reaction product. The product is: [F:1][C:2]1[CH:3]=[CH:4][C:5]([C:6]([NH:8][C:9]2([C:15]([NH:17][CH:18]3[CH2:23][CH2:22][N:21]([C:24]4[CH:29]=[CH:28][CH:27]=[CH:26][C:25]=4[NH:31][C:35](=[O:44])[CH2:36][CH2:37][C:38]4[CH:43]=[CH:42][CH:41]=[CH:40][CH:39]=4)[CH2:20][C:19]3=[O:32])=[O:16])[CH2:14][CH2:13][CH2:12][CH2:11][CH2:10]2)=[O:7])=[CH:33][CH:34]=1.